Dataset: CYP2D6 inhibition data for predicting drug metabolism from PubChem BioAssay. Task: Regression/Classification. Given a drug SMILES string, predict its absorption, distribution, metabolism, or excretion properties. Task type varies by dataset: regression for continuous measurements (e.g., permeability, clearance, half-life) or binary classification for categorical outcomes (e.g., BBB penetration, CYP inhibition). Dataset: cyp2d6_veith. (1) The drug is COc1ccccc1CNc1ccnc(-c2ccc(N(C)C)cc2)n1. The result is 1 (inhibitor). (2) The molecule is COCCn1c(=O)c(CCc2ccccc2)nc2cnc(Oc3cccc(Cl)c3)nc21. The result is 0 (non-inhibitor). (3) The molecule is CN(C)c1ccnc(-c2cccc(NS(C)(=O)=O)c2)n1. The result is 0 (non-inhibitor). (4) The drug is O=C(COC(=O)c1cccc(S(=O)(=O)N2CCOCC2)c1)Nc1nc(-c2ccccc2Cl)cs1. The result is 0 (non-inhibitor). (5) The drug is COC(=O)[C@@]1(Cc2ccc(OC)cc2)[C@H]2c3cc(C(=O)N4CCCC4)n(CCc4c[nH]c5ccccc45)c3C[C@H]2CN1C(=O)c1ccccc1. The result is 0 (non-inhibitor). (6) The molecule is COc1cc(C2N(c3cc(C)on3)C(=O)C3CCCN32)cc(OC)c1OC. The result is 0 (non-inhibitor). (7) The drug is CCOc1nc(NC(C)C)nc(NC(C)C)n1. The result is 0 (non-inhibitor). (8) The molecule is COc1ccc(NC(=O)COC(=O)c2c3c(nc4ccccc24)CCCC3)cc1. The result is 0 (non-inhibitor). (9) The molecule is COc1ccccc1NC(=O)CN1CCN(C2c3ccccc3-c3ccccc32)CC1. The result is 1 (inhibitor).